Dataset: Forward reaction prediction with 1.9M reactions from USPTO patents (1976-2016). Task: Predict the product of the given reaction. (1) Given the reactants [N-]=C=S.[O:4]=[CH:5][C@H:6]([C@H:8]([C@@H:10]([C@@H:12]([CH2:14][OH:15])[OH:13])[OH:11])[OH:9])[OH:7].CN1CCOCC1, predict the reaction product. The product is: [O:4]=[CH:5][C@H:6]([C@H:8]([C@@H:10]([C@@H:12]([CH2:14][OH:15])[OH:13])[OH:11])[OH:9])[OH:7]. (2) Given the reactants [CH3:1][C:2]1([CH3:25])[CH2:11][CH2:10][C:9]2[C:8]([N:12]3[CH2:16]C[CH2:14][CH2:13]3)=[N:7][C:6]3[S:17]C4C(=O)NC=[N:20][C:19]=4[C:5]=3[C:4]=2[CH2:3]1.C(NC)C, predict the reaction product. The product is: [CH2:13]([N:12]([CH3:16])[C:8]1[C:9]2[CH2:10][CH2:11][C:2]([CH3:1])([CH3:25])[CH2:3][C:4]=2[C:5]([C:19]#[N:20])=[C:6]([SH:17])[N:7]=1)[CH3:14]. (3) Given the reactants [FH:1].[FH:2].F.C(N(CC)CC)C.[C:11]([CH:16]1[CH2:21][CH2:20][C:19](=O)[CH2:18][CH2:17]1)([O:13][CH2:14][CH3:15])=[O:12], predict the reaction product. The product is: [C:11]([CH:16]1[CH2:21][CH2:20][C:19]([F:2])([F:1])[CH2:18][CH2:17]1)([O:13][CH2:14][CH3:15])=[O:12]. (4) Given the reactants [CH3:1][C:2]1[S:3][CH:4]=[C:5]([CH2:7][CH2:8][NH:9][C:10]2[CH:15]=[CH:14][C:13]([N+:16]([O-])=O)=[CH:12][CH:11]=2)[N:6]=1.[H][H], predict the reaction product. The product is: [CH3:1][C:2]1[S:3][CH:4]=[C:5]([CH2:7][CH2:8][NH:9][C:10]2[CH:15]=[CH:14][C:13]([NH2:16])=[CH:12][CH:11]=2)[N:6]=1. (5) Given the reactants C([O:3][C:4](=[O:16])[CH2:5][CH:6]1[CH2:11][CH2:10][N:9]([S:12]([CH3:15])(=[O:14])=[O:13])[CH2:8][CH2:7]1)C.C1COCC1.O.[OH-].[Li+], predict the reaction product. The product is: [CH3:15][S:12]([N:9]1[CH2:10][CH2:11][CH:6]([CH2:5][C:4]([OH:16])=[O:3])[CH2:7][CH2:8]1)(=[O:14])=[O:13].